From a dataset of HIV replication inhibition screening data with 41,000+ compounds from the AIDS Antiviral Screen. Binary Classification. Given a drug SMILES string, predict its activity (active/inactive) in a high-throughput screening assay against a specified biological target. (1) The drug is CC1(C)OC2C(CF)OC(n3cc(Br)c(=O)[nH]c3=O)C2O1. The result is 0 (inactive). (2) The compound is [O-]c1c2cc(-[n+]3c(-c4ccccc4)cc(-c4ccccc4)cc3-c3ccccc3)cc1COC(c1ccccc1)C(c1ccccc1)OCc1cccc(n1)COC(c1ccccc1)C(c1ccccc1)OC2. The result is 0 (inactive). (3) The molecule is COC(=O)C1=NN2c3ccccc3C(=O)OCCC2(C)C1. The result is 0 (inactive). (4) The compound is O=C(CNN1C(=O)CSC1=Nc1cccc2ccccc12)c1cccc2c1Nc1ccccc1S2. The result is 0 (inactive).